From a dataset of NCI-60 drug combinations with 297,098 pairs across 59 cell lines. Regression. Given two drug SMILES strings and cell line genomic features, predict the synergy score measuring deviation from expected non-interaction effect. (1) Drug 1: CC(C1=C(C=CC(=C1Cl)F)Cl)OC2=C(N=CC(=C2)C3=CN(N=C3)C4CCNCC4)N. Drug 2: CC1=C2C(C(=O)C3(C(CC4C(C3C(C(C2(C)C)(CC1OC(=O)C(C(C5=CC=CC=C5)NC(=O)C6=CC=CC=C6)O)O)OC(=O)C7=CC=CC=C7)(CO4)OC(=O)C)O)C)OC(=O)C. Cell line: NCI/ADR-RES. Synergy scores: CSS=-5.22, Synergy_ZIP=1.89, Synergy_Bliss=-2.03, Synergy_Loewe=-4.37, Synergy_HSA=-5.03. (2) Drug 1: CN(CCCl)CCCl.Cl. Drug 2: C(CC(=O)O)C(=O)CN.Cl. Cell line: DU-145. Synergy scores: CSS=39.8, Synergy_ZIP=-11.9, Synergy_Bliss=-7.90, Synergy_Loewe=-5.01, Synergy_HSA=-4.17. (3) Drug 1: C1CCN(CC1)CCOC2=CC=C(C=C2)C(=O)C3=C(SC4=C3C=CC(=C4)O)C5=CC=C(C=C5)O. Drug 2: CC1=C(C(CCC1)(C)C)C=CC(=CC=CC(=CC(=O)O)C)C. Cell line: 786-0. Synergy scores: CSS=-3.34, Synergy_ZIP=1.59, Synergy_Bliss=-2.02, Synergy_Loewe=-3.57, Synergy_HSA=-5.18. (4) Drug 1: C1=CN(C=N1)CC(O)(P(=O)(O)O)P(=O)(O)O. Drug 2: C1CCC(C(C1)N)N.C(=O)(C(=O)[O-])[O-].[Pt+4]. Cell line: T-47D. Synergy scores: CSS=16.4, Synergy_ZIP=-4.85, Synergy_Bliss=0.373, Synergy_Loewe=-1.24, Synergy_HSA=2.53. (5) Drug 1: COC1=C(C=C2C(=C1)N=CN=C2NC3=CC(=C(C=C3)F)Cl)OCCCN4CCOCC4. Drug 2: C(CC(=O)O)C(=O)CN.Cl. Cell line: HCC-2998. Synergy scores: CSS=18.0, Synergy_ZIP=-6.74, Synergy_Bliss=-8.37, Synergy_Loewe=-5.20, Synergy_HSA=-4.71. (6) Drug 1: C1CN(P(=O)(OC1)NCCCl)CCCl. Drug 2: CC12CCC3C(C1CCC2OP(=O)(O)O)CCC4=C3C=CC(=C4)OC(=O)N(CCCl)CCCl.[Na+]. Cell line: HCC-2998. Synergy scores: CSS=26.3, Synergy_ZIP=14.3, Synergy_Bliss=14.7, Synergy_Loewe=4.05, Synergy_HSA=12.3. (7) Drug 1: CCCCC(=O)OCC(=O)C1(CC(C2=C(C1)C(=C3C(=C2O)C(=O)C4=C(C3=O)C=CC=C4OC)O)OC5CC(C(C(O5)C)O)NC(=O)C(F)(F)F)O. Drug 2: C1=NC2=C(N1)C(=S)N=CN2. Cell line: SW-620. Synergy scores: CSS=51.4, Synergy_ZIP=-0.988, Synergy_Bliss=1.76, Synergy_Loewe=1.03, Synergy_HSA=4.12.